This data is from Full USPTO retrosynthesis dataset with 1.9M reactions from patents (1976-2016). The task is: Predict the reactants needed to synthesize the given product. Given the product [F:1][C:2]1[CH:3]=[C:4]2[C:10]([C:11]3[N:12]=[N:13][C:31]([C:26]([CH3:37])([CH3:25])[C:27]([O:29][CH3:30])=[O:28])=[C:32]([OH:33])[N:14]=3)=[N:9][N:8]([CH2:15][C:16]3[C:21]([F:22])=[CH:20][CH:19]=[C:18]([F:23])[C:17]=3[F:24])[C:5]2=[N:6][CH:7]=1, predict the reactants needed to synthesize it. The reactants are: [F:1][C:2]1[CH:3]=[C:4]2[C:10]([C:11](=[NH:14])[NH:12][NH2:13])=[N:9][N:8]([CH2:15][C:16]3[C:21]([F:22])=[CH:20][CH:19]=[C:18]([F:23])[C:17]=3[F:24])[C:5]2=[N:6][CH:7]=1.[CH3:25][C:26]([CH3:37])([C:31](=O)[C:32](OC)=[O:33])[C:27]([O:29][CH3:30])=[O:28].